Dataset: Full USPTO retrosynthesis dataset with 1.9M reactions from patents (1976-2016). Task: Predict the reactants needed to synthesize the given product. (1) Given the product [CH3:18][O:7][C:6](=[O:8])[C:5]1[CH:9]=[C:10]([OH:11])[C:2]([Br:1])=[C:3]([OH:12])[CH:4]=1, predict the reactants needed to synthesize it. The reactants are: [Br:1][C:2]1[C:10]([OH:11])=[CH:9][C:5]([C:6]([OH:8])=[O:7])=[CH:4][C:3]=1[OH:12].OS(O)(=O)=O.[CH3:18]O. (2) Given the product [C:30]([O:29][C:27]([N:16]1[C:17](=[O:24])[CH:18]([O:20][C:21](=[O:23])[CH3:22])[CH2:19][CH:14]([N:7]2[C:6](=[O:26])[C:5]3[C:9](=[CH:10][CH:11]=[CH:12][C:4]=3[N+:1]([O-:3])=[O:2])[C:8]2=[O:13])[C:15]1=[O:25])=[O:28])([CH3:33])([CH3:32])[CH3:31], predict the reactants needed to synthesize it. The reactants are: [N+:1]([C:4]1[CH:12]=[CH:11][CH:10]=[C:9]2[C:5]=1[C:6](=[O:26])[N:7]([CH:14]1[CH2:19][CH:18]([O:20][C:21](=[O:23])[CH3:22])[C:17](=[O:24])[NH:16][C:15]1=[O:25])[C:8]2=[O:13])([O-:3])=[O:2].[C:27](O[C:27]([O:29][C:30]([CH3:33])([CH3:32])[CH3:31])=[O:28])([O:29][C:30]([CH3:33])([CH3:32])[CH3:31])=[O:28].